Dataset: Full USPTO retrosynthesis dataset with 1.9M reactions from patents (1976-2016). Task: Predict the reactants needed to synthesize the given product. (1) Given the product [CH2:1]([O:6][C:7]1[CH:8]=[CH:9][C:10]([O:13][C:14]2[CH:33]=[CH:32][CH:31]=[C:16]([CH:17]=[C:18]3[CH2:23][CH2:22][NH:21][CH2:20][CH2:19]3)[CH:15]=2)=[N:11][CH:12]=1)[CH2:2][CH2:3][C:4]#[CH:5], predict the reactants needed to synthesize it. The reactants are: [CH2:1]([O:6][C:7]1[CH:8]=[CH:9][C:10]([O:13][C:14]2[CH:15]=[C:16]([CH:31]=[CH:32][CH:33]=2)[CH:17]=[C:18]2[CH2:23][CH2:22][N:21](C(OC(C)(C)C)=O)[CH2:20][CH2:19]2)=[N:11][CH:12]=1)[CH2:2][CH2:3][C:4]#[CH:5].C(O)(C(F)(F)F)=O. (2) Given the product [C:6]([C:9]1[C:10]([OH:29])=[CH:11][C:12]([OH:27])=[C:13]([C:15]2[N:19]([C:20]3[CH:25]=[CH:24][CH:23]=[CH:22][C:21]=3[CH3:26])[N:18]=[CH:17][CH:16]=2)[CH:14]=1)([OH:8])=[O:7], predict the reactants needed to synthesize it. The reactants are: CCOCC.[C:6]([C:9]1[C:10]([O:29]C)=[CH:11][C:12]([O:27]C)=[C:13]([C:15]2[N:19]([C:20]3[CH:25]=[CH:24][CH:23]=[CH:22][C:21]=3[CH3:26])[N:18]=[CH:17][CH:16]=2)[CH:14]=1)([OH:8])=[O:7].B(Br)(Br)Br. (3) Given the product [CH2:17]([O:16][C:10]1[CH:11]=[C:12]([I:15])[CH:13]=[CH:14][C:9]=1[N:8]([S:24]([N:25]([C:26]([O:28][C:29]([CH3:32])([CH3:31])[CH3:30])=[O:27])[CH2:58][CH2:57][Si:56]([CH3:61])([CH3:60])[CH3:55])(=[O:33])=[O:34])[CH2:7][C:6]([O:5][C:1]([CH3:4])([CH3:2])[CH3:3])=[O:35])[C:18]1[CH:23]=[CH:22][CH:21]=[CH:20][CH:19]=1, predict the reactants needed to synthesize it. The reactants are: [C:1]([O:5][C:6](=[O:35])[CH2:7][N:8]([S:24](=[O:34])(=[O:33])[NH:25][C:26]([O:28][C:29]([CH3:32])([CH3:31])[CH3:30])=[O:27])[C:9]1[CH:14]=[CH:13][C:12]([I:15])=[CH:11][C:10]=1[O:16][CH2:17][C:18]1[CH:23]=[CH:22][CH:21]=[CH:20][CH:19]=1)([CH3:4])([CH3:3])[CH3:2].C1(P(C2C=CC=CC=2)C2C=CC=CC=2)C=CC=CC=1.[CH3:55][Si:56]([CH3:61])([CH3:60])[CH2:57][CH2:58]O.CC(OC(/N=N/C(OC(C)C)=O)=O)C. (4) Given the product [CH2:21]([O:20][C:17]1[CH:16]=[CH:15][C:14]([CH2:13][C@H:9]([NH:8][C:6]([O:5][C:1]([CH3:2])([CH3:3])[CH3:4])=[O:7])[C:10]([OH:12])=[O:11])=[CH:19][CH:18]=1)[C:27]1[CH:32]=[CH:31][CH:30]=[CH:29][CH:28]=1, predict the reactants needed to synthesize it. The reactants are: [C:1]([O:5][C:6]([NH:8][C@@H:9]([CH2:13][C:14]1[CH:19]=[CH:18][C:17]([O:20][CH3:21])=[C:16](OC)[C:15]=1OC)[C:10]([OH:12])=[O:11])=[O:7])([CH3:4])([CH3:3])[CH3:2].C(O[C:27]1[CH:32]=[CH:31][C:30](C[C@@H](C(O)=O)N)=[CH:29][CH:28]=1)[C:27]1[CH:32]=[CH:31][CH:30]=[CH:29][CH:28]=1. (5) Given the product [F:15][C:16]([F:27])([F:28])[O:17][C:18]1[CH:23]=[C:22]([S:11]([C:8]2[CH:7]=[CH:6][C:5]([NH:4][C:1](=[O:3])[CH3:2])=[CH:10][CH:9]=2)(=[O:13])=[O:12])[CH:21]=[CH:20][CH:19]=1, predict the reactants needed to synthesize it. The reactants are: [C:1]([NH:4][C:5]1[CH:10]=[CH:9][C:8]([S:11]([O-:13])=[O:12])=[CH:7][CH:6]=1)(=[O:3])[CH3:2].[Na+].[F:15][C:16]([F:28])([F:27])[O:17][C:18]1[CH:19]=[C:20](B(O)O)[CH:21]=[CH:22][CH:23]=1.CCN(CC)CC.[NH4+].[OH-]. (6) Given the product [C:1]([O:5][C:6]([N:8]1[CH2:9][C@@H:10]([OH:23])[C@H:11]([CH2:13][NH:14][C:15]([C:17]2[S:18][C:19]([Cl:22])=[CH:20][CH:21]=2)=[O:16])[CH2:12]1)=[O:7])([CH3:4])([CH3:2])[CH3:3], predict the reactants needed to synthesize it. The reactants are: [C:1]([O:5][C:6]([N:8]1[CH2:12][C@@H:11]([CH2:13][NH:14][C:15]([C:17]2[S:18][C:19]([Cl:22])=[CH:20][CH:21]=2)=[O:16])[C@H:10]([O:23]C(=O)C)[CH2:9]1)=[O:7])([CH3:4])([CH3:3])[CH3:2].N.